Task: Predict the product of the given reaction.. Dataset: Forward reaction prediction with 1.9M reactions from USPTO patents (1976-2016) (1) The product is: [Br:22][C:20]1[CH:19]=[CH:18][C:17]([F:23])=[C:16]([C@:14]2([CH3:15])[C@@H:9]3[S:10](=[O:32])(=[O:33])[C@@H:11]([CH2:6][CH2:7][CH2:8]3)[C:12]([NH:24][C:25](=[O:26])[O:27][C:28]([CH3:31])([CH3:30])[CH3:29])=[N:13]2)[CH:21]=1. Given the reactants CS(O[CH2:6][CH2:7][CH2:8][C@@H:9]1[C@:14]([C:16]2[CH:21]=[C:20]([Br:22])[CH:19]=[CH:18][C:17]=2[F:23])([CH3:15])[N:13]=[C:12]([NH:24][C:25]([O:27][C:28]([CH3:31])([CH3:30])[CH3:29])=[O:26])[CH2:11][S:10]1(=[O:33])=[O:32])(=O)=O.C(=O)([O-])[O-].[Cs+].[Cs+], predict the reaction product. (2) Given the reactants [C:1]([N:3]=[C:4]([N:12]([CH2:19][CH:20]=[C:21]([CH3:23])[CH3:22])[CH2:13][C:14]([O:16][CH2:17][CH3:18])=[O:15])OC1C=CC=CC=1)#[N:2].[C:24]([O:28][C:29]([NH:31][CH:32]1[CH2:37][CH2:36][CH2:35][NH:34][CH2:33]1)=[O:30])([CH3:27])([CH3:26])[CH3:25].C(=O)([O-])[O-].[K+].[K+], predict the reaction product. The product is: [C:1]([N:3]=[C:4]([N:12]([CH2:19][CH:20]=[C:21]([CH3:22])[CH3:23])[CH2:13][C:14]([O:16][CH2:17][CH3:18])=[O:15])[N:34]1[CH2:35][CH2:36][CH2:37][CH:32]([NH:31][C:29]([O:28][C:24]([CH3:27])([CH3:26])[CH3:25])=[O:30])[CH2:33]1)#[N:2]. (3) Given the reactants Cl[CH2:2][CH2:3][CH2:4][CH2:5][N:6]1[C:14]([O:15]C)=[N:13][C:12]2[C:7]1=[N:8][C:9]([O:18][CH:19]1[CH2:22][CH2:21][CH2:20]1)=[N:10][C:11]=2[NH2:17].[CH3:23][CH:24]([N:26]1[CH2:31][CH2:30][NH:29][CH2:28][CH2:27]1)[CH3:25], predict the reaction product. The product is: [NH2:17][C:11]1[N:10]=[C:9]([O:18][CH:19]2[CH2:22][CH2:21][CH2:20]2)[N:8]=[C:7]2[C:12]=1[NH:13][C:14](=[O:15])[N:6]2[CH2:5][CH2:4][CH2:3][CH2:2][N:29]1[CH2:30][CH2:31][N:26]([CH:24]([CH3:25])[CH3:23])[CH2:27][CH2:28]1. (4) Given the reactants Br[CH:2]([C:8]1[CH:13]=[CH:12][N:11]=[C:10]([S:14][CH3:15])[N:9]=1)[CH:3](OC)OC.[Cl:16][C:17]1[C:18]([NH2:23])=[N:19][CH:20]=[CH:21][N:22]=1.C1(C)C=CC(S(O)(=O)=O)=CC=1, predict the reaction product. The product is: [Cl:16][C:17]1[C:18]2[N:19]([C:2]([C:8]3[CH:13]=[CH:12][N:11]=[C:10]([S:14][CH3:15])[N:9]=3)=[CH:3][N:23]=2)[CH:20]=[CH:21][N:22]=1. (5) Given the reactants CO[C:3]([C:5]1[CH:10]=[C:9]([O:11][CH3:12])[C:8]([O:13][CH3:14])=[C:7]([O:15][CH3:16])[C:6]=1[N:17]=[C:18]=[S:19])=[O:4].[NH2:20][CH2:21][CH2:22][CH2:23][OH:24].[CH3:25][C:26]1[CH:27]=[C:28]([CH:31]=[C:32]([CH3:34])[CH:33]=1)[CH2:29]Br.C1(C)C=CC=CC=1, predict the reaction product. The product is: [CH3:25][C:26]1[CH:33]=[C:32]([CH:31]=[C:28]([CH3:29])[CH:27]=1)[CH2:34][S:19][C:18]1[N:20]([CH2:21][CH2:22][CH2:23][OH:24])[C:3](=[O:4])[C:5]2[C:6](=[C:7]([O:15][CH3:16])[C:8]([O:13][CH3:14])=[C:9]([O:11][CH3:12])[CH:10]=2)[N:17]=1.